The task is: Predict the product of the given reaction.. This data is from Forward reaction prediction with 1.9M reactions from USPTO patents (1976-2016). (1) Given the reactants [C:1]([OH:13])(=[O:12])[CH2:2][C:3]([CH2:8]C(O)=O)([C:5]([OH:7])=[O:6])O, predict the reaction product. The product is: [C:5]([OH:7])(=[O:6])[CH:3]=[CH2:2].[C:5]([OH:7])(=[O:6])[C:3]([CH3:8])=[CH2:2].[C:1]([OH:13])(=[O:12])/[CH:2]=[CH:3]\[C:5]([OH:7])=[O:6]. (2) Given the reactants [C:1]12[CH2:9][CH:5]([C:6]1([CH3:8])[CH3:7])[CH2:4][C:3](C1=CC(OC1=O)=O)([C:10]1([CH:20]3[CH2:25][CH:24]4[CH2:26][C:22]([C:23]4([CH3:28])[CH3:27])=[C:21]3[CH3:29])[CH2:15][CH:14]3[CH2:16][C:12]([C:13]3([CH3:18])[CH3:17])=[C:11]1[CH3:19])[C:2]=2[CH3:37].C1C=CC(/C=C/CO[C@@H]2O[C@H](CO)[C@@H](O)[C@H](O)[C@H]2O)=CC=1.CCCCCCCCCC/C=C/C1C(=O)OC(=O)C1.C1(C=CC(O)=CC=1)O, predict the reaction product. The product is: [C:1]12[CH2:9][CH:5]([C:6]1([CH3:8])[CH3:7])[CH2:4][CH:3]([C:10]1([CH:20]3[CH2:25][CH:24]4[CH2:26][C:22]([C:23]4([CH3:28])[CH3:27])=[C:21]3[CH3:29])[CH2:15][CH:14]3[CH2:16][C:12]([C:13]3([CH3:17])[CH3:18])=[C:11]1[CH3:19])[C:2]=2[CH3:37]. (3) Given the reactants [C:1]([C:3]1[CH:8]=[CH:7][C:6]([C:9]2[N:13]3[N:14]=[C:15]([C:18]4[CH:26]=[CH:25][C:21]([C:22]([OH:24])=O)=[CH:20][CH:19]=4)[CH:16]=[CH:17][C:12]3=[N:11][CH:10]=2)=[CH:5][CH:4]=1)#[N:2].CN(C(ON1N=NC2C=CC=NC1=2)=[N+](C)C)C.F[P-](F)(F)(F)(F)F.CN1CCOCC1.[CH3:58][N:59]1[CH2:64][CH2:63][N:62]([CH:65]2[CH2:70][CH2:69][NH:68][CH2:67][CH2:66]2)[CH2:61][CH2:60]1, predict the reaction product. The product is: [CH3:58][N:59]1[CH2:64][CH2:63][N:62]([CH:65]2[CH2:70][CH2:69][N:68]([C:22]([C:21]3[CH:25]=[CH:26][C:18]([C:15]4[CH:16]=[CH:17][C:12]5[N:13]([C:9]([C:6]6[CH:7]=[CH:8][C:3]([C:1]#[N:2])=[CH:4][CH:5]=6)=[CH:10][N:11]=5)[N:14]=4)=[CH:19][CH:20]=3)=[O:24])[CH2:67][CH2:66]2)[CH2:61][CH2:60]1. (4) Given the reactants BrCC.[Cl:4][C:5]1[CH:10]=[C:9]([Cl:11])[CH:8]=[CH:7][C:6]=1[C:12]1[N:13]=[C:14](/[CH:19]=[CH:20]/[C:21]2[CH:30]=[CH:29][C:28]3[C:23](=[CH:24][CH:25]=[C:26]([O:31]C)[CH:27]=3)[CH:22]=2)[N:15]([CH2:17][CH3:18])[CH:16]=1, predict the reaction product. The product is: [Cl:4][C:5]1[CH:10]=[C:9]([Cl:11])[CH:8]=[CH:7][C:6]=1[C:12]1[N:13]=[C:14](/[CH:19]=[CH:20]/[C:21]2[CH:22]=[C:23]3[C:28](=[CH:29][CH:30]=2)[CH:27]=[C:26]([OH:31])[CH:25]=[CH:24]3)[N:15]([CH2:17][CH3:18])[CH:16]=1. (5) Given the reactants Cl.[CH3:2][C:3]1[CH:11]=[C:10]([O:12][CH2:13][CH2:14][CH2:15][CH:16]2[CH2:21][CH2:20][NH:19][CH2:18][CH2:17]2)[CH:9]=[C:8]([CH3:22])[C:4]=1[C:5]([OH:7])=[O:6].Cl[C:24]1[CH:29]=[CH:28][C:27]([CH:30]([CH3:32])[CH3:31])=[CH:26][N:25]=1.CC([O-])(C)C.[Na+].C(N1CCN2CCN(CC(C)C)P1N(CC(C)C)CC2)C(C)C, predict the reaction product. The product is: [CH:30]([C:27]1[CH:28]=[CH:29][C:24]([N:19]2[CH2:18][CH2:17][CH:16]([CH2:15][CH2:14][CH2:13][O:12][C:10]3[CH:9]=[C:8]([CH3:22])[C:4]([C:5]([OH:7])=[O:6])=[C:3]([CH3:2])[CH:11]=3)[CH2:21][CH2:20]2)=[N:25][CH:26]=1)([CH3:32])[CH3:31]. (6) Given the reactants [S:1](=[O:31])(=[O:30])([O:3][C:4]1[C:5]([O:27][CH2:28][CH3:29])=[CH:6][CH:7]=[C:8]2[C:13]=1[CH:12]=[N:11][CH:10]=[C:9]2[CH2:14][C:15]1[CH:20]=[C:19]([O:21][CH3:22])[C:18]([O:23][CH3:24])=[C:17]([O:25][CH3:26])[CH:16]=1)[NH2:2].[ClH:32], predict the reaction product. The product is: [ClH:32].[S:1](=[O:31])(=[O:30])([O:3][C:4]1[C:5]([O:27][CH2:28][CH3:29])=[CH:6][CH:7]=[C:8]2[C:13]=1[CH:12]=[N:11][CH:10]=[C:9]2[CH2:14][C:15]1[CH:20]=[C:19]([O:21][CH3:22])[C:18]([O:23][CH3:24])=[C:17]([O:25][CH3:26])[CH:16]=1)[NH2:2]. (7) Given the reactants [CH2:1]([N:8]1[CH2:12][CH2:11][N:10]([C:13]2[S:14][C:15]([C:19]([OH:21])=O)=[C:16]([CH3:18])[N:17]=2)[C:9]1=[O:22])[C:2]1[CH:7]=[CH:6][CH:5]=CC=1.C1(CN2CCN(C3SC(C(O)=O)=C(C)N=3)C2=O)CCC1.[NH2:43][CH2:44][C:45]1[CH:46]=[N:47][CH:48]=[CH:49][CH:50]=1, predict the reaction product. The product is: [CH:2]1([CH2:1][N:8]2[CH2:12][CH2:11][N:10]([C:13]3[S:14][C:15]([C:19]([NH:43][CH2:44][C:45]4[CH:46]=[N:47][CH:48]=[CH:49][CH:50]=4)=[O:21])=[C:16]([CH3:18])[N:17]=3)[C:9]2=[O:22])[CH2:7][CH2:6][CH2:5]1. (8) Given the reactants [F:1][C:2]([F:27])([F:26])[C:3]1[CH:8]=[CH:7][C:6]([C:9]2[C:13]3[CH:14]=[CH:15][C:16](OS(C(F)(F)F)(=O)=O)=[CH:17][C:12]=3[S:11][N:10]=2)=[CH:5][CH:4]=1.[CH2:28]([OH:31])[C:29]#[CH:30], predict the reaction product. The product is: [F:27][C:2]([F:1])([F:26])[C:3]1[CH:8]=[CH:7][C:6]([C:9]2[C:13]3[CH:14]=[CH:15][C:16]([C:30]#[C:29][CH2:28][OH:31])=[CH:17][C:12]=3[S:11][N:10]=2)=[CH:5][CH:4]=1. (9) Given the reactants [Cl:1][C:2]1[CH:3]=[C:4]([C:9]2[CH:14]=[CH:13][C:12]([CH2:15][C@@H:16]([NH:23][C:24]([C:26]3[CH:27]=[C:28]([C:34]4[CH:39]=[CH:38][C:37]([C:40]([F:43])([F:42])[F:41])=[CH:36][CH:35]=4)[CH:29]=[CH:30][C:31]=3[O:32]C)=[O:25])[C:17]3[O:21][N:20]=[C:19]([CH3:22])[N:18]=3)=[CH:11][CH:10]=2)[CH:5]=[CH:6][C:7]=1[F:8].B(Br)(Br)Br, predict the reaction product. The product is: [Cl:1][C:2]1[CH:3]=[C:4]([C:9]2[CH:14]=[CH:13][C:12]([CH2:15][C@@H:16]([NH:23][C:24]([C:26]3[CH:27]=[C:28]([C:34]4[CH:39]=[CH:38][C:37]([C:40]([F:42])([F:43])[F:41])=[CH:36][CH:35]=4)[CH:29]=[CH:30][C:31]=3[OH:32])=[O:25])[C:17]3[O:21][N:20]=[C:19]([CH3:22])[N:18]=3)=[CH:11][CH:10]=2)[CH:5]=[CH:6][C:7]=1[F:8]. (10) The product is: [Cl:1][C:2]1[CH:3]=[CH:4][C:5]([C:8]([N:15]2[C:23]3[C:18](=[C:19]([NH:24][S:25]([CH2:28][CH3:29])(=[O:26])=[O:27])[CH:20]=[CH:21][CH:22]=3)[CH:17]=[CH:16]2)([CH2:13][CH3:14])[C:9]([NH2:30])=[O:11])=[CH:6][CH:7]=1. Given the reactants [Cl:1][C:2]1[CH:7]=[CH:6][C:5]([C:8]([N:15]2[C:23]3[C:18](=[C:19]([NH:24][S:25]([CH2:28][CH3:29])(=[O:27])=[O:26])[CH:20]=[CH:21][CH:22]=3)[CH:17]=[CH:16]2)([CH2:13][CH3:14])[C:9]([O:11]C)=O)=[CH:4][CH:3]=1.[NH3:30], predict the reaction product.